From a dataset of Full USPTO retrosynthesis dataset with 1.9M reactions from patents (1976-2016). Predict the reactants needed to synthesize the given product. (1) The reactants are: C([O:8][C:9]1[C:14]2[N:15]([CH3:18])[CH:16]=[N:17][C:13]=2[CH:12]=[C:11]([C:19]2[CH:24]=[CH:23][C:22]([O:25][CH3:26])=[C:21]([O:27][CH3:28])[CH:20]=2)[N:10]=1)C1C=CC=CC=1.C([O-])=O.[NH4+].CCO. Given the product [CH3:28][O:27][C:21]1[CH:20]=[C:19]([C:11]2[N:10]=[C:9]([OH:8])[C:14]3[N:15]([CH3:18])[CH:16]=[N:17][C:13]=3[CH:12]=2)[CH:24]=[CH:23][C:22]=1[O:25][CH3:26], predict the reactants needed to synthesize it. (2) Given the product [CH2:1]([O:3][C:4]1[CH:13]=[CH:12][C:7]2[N:8]([CH:26]([CH2:31][CH3:32])[C:27]([OH:29])=[O:28])[C:9](=[N:11][C:18](=[O:19])[C:17]3[CH:21]=[CH:22][C:23]([CH3:24])=[C:15]([F:14])[CH:16]=3)[S:10][C:6]=2[CH:5]=1)[CH3:2], predict the reactants needed to synthesize it. The reactants are: [CH2:1]([O:3][C:4]1[CH:13]=[CH:12][C:7]2[N:8]=[C:9]([NH2:11])[S:10][C:6]=2[CH:5]=1)[CH3:2].[F:14][C:15]1[CH:16]=[C:17]([CH:21]=[CH:22][C:23]=1[CH3:24])[C:18](Cl)=[O:19].Br[CH:26]([CH2:31][CH3:32])[C:27]([O:29]C)=[O:28].COC1C=CC2N=C(N)SC=2C=1.ClC1C=C(C=CC=1)C(Cl)=O.BrCC(OCC)=O. (3) Given the product [Cl:1][C:2]1[N:7]=[C:6]2[N:8]([CH3:12])[CH:9]=[CH:10][C:5]2=[CH:4][C:3]=1[F:11], predict the reactants needed to synthesize it. The reactants are: [Cl:1][C:2]1[N:7]=[C:6]2[NH:8][CH:9]=[CH:10][C:5]2=[CH:4][C:3]=1[F:11].[C:12](=O)([O-])[O-].[K+].[K+].CI. (4) Given the product [Br:1][C:2]1[C:3]([CH3:9])=[N:4][C:5]([N:16]2[CH2:17][CH2:18][CH2:19][C@H:15]2[C:13]([NH:12][CH3:11])=[O:14])=[N:6][CH:7]=1, predict the reactants needed to synthesize it. The reactants are: [Br:1][C:2]1[C:3]([CH3:9])=[N:4][C:5](Cl)=[N:6][CH:7]=1.Cl.[CH3:11][NH:12][C:13]([C@@H:15]1[CH2:19][CH2:18][CH2:17][NH:16]1)=[O:14].CCN(CC)CC. (5) Given the product [F:16][C:10]1[CH:11]=[C:12]([F:15])[CH:13]=[CH:14][C:9]=1[N:5]1[N:4]=[C:3]([CH2:2][C:31]2[CH:30]=[CH:29][N:28]=[C:27]([C:26]([F:43])([F:42])[F:25])[CH:32]=2)[C:7]([CH3:8])=[N:6]1, predict the reactants needed to synthesize it. The reactants are: Br[CH2:2][C:3]1[C:7]([CH3:8])=[N:6][N:5]([C:9]2[CH:14]=[CH:13][C:12]([F:15])=[CH:11][C:10]=2[F:16])[N:4]=1.[O-]P([O-])([O-])=O.[K+].[K+].[K+].[F:25][C:26]([F:43])([F:42])[C:27]1[CH:32]=[C:31](B2OC(C)(C)C(C)(C)O2)[CH:30]=[CH:29][N:28]=1. (6) Given the product [CH:16]1([C@H:4]2[C@H:3]([CH3:19])[C@@H:2]([NH:1][C:21]3[CH:26]=[CH:25][CH:24]=[C:23]([O:27][CH3:28])[N:22]=3)[C:11]3[C:6](=[CH:7][CH:8]=[C:9]([F:12])[CH:10]=3)[N:5]2[C:13](=[O:15])[CH3:14])[CH2:18][CH2:17]1, predict the reactants needed to synthesize it. The reactants are: [NH2:1][C@H:2]1[C:11]2[C:6](=[CH:7][CH:8]=[C:9]([F:12])[CH:10]=2)[N:5]([C:13](=[O:15])[CH3:14])[C@@H:4]([CH:16]2[CH2:18][CH2:17]2)[C@@H:3]1[CH3:19].Br[C:21]1[CH:26]=[CH:25][CH:24]=[C:23]([O:27][CH3:28])[N:22]=1.CC(C)([O-])C.[Na+].CN(C1C(C2C(P(C3CCCCC3)C3CCCCC3)=CC=CC=2)=CC=CC=1)C. (7) Given the product [C:11]([O:15][C:16](=[O:23])[NH:17][C@@H:18]([CH3:22])[CH2:19][N:20]([C:8](=[O:9])[CH2:7][Cl:6])[CH3:21])([CH3:14])([CH3:13])[CH3:12], predict the reactants needed to synthesize it. The reactants are: C(=O)([O-])O.[Na+].[Cl:6][CH2:7][C:8](Cl)=[O:9].[C:11]([O:15][C:16](=[O:23])[NH:17][C@@H:18]([CH3:22])[CH2:19][NH:20][CH3:21])([CH3:14])([CH3:13])[CH3:12]. (8) Given the product [Cl:1][C:2]1[CH:7]=[CH:6][C:5]([F:8])=[CH:4][C:3]=1[C@H:9]1[CH2:13][CH2:12][CH2:11][N:10]1[C:14]1[CH:19]=[CH:18][N:17]2[N:20]=[CH:21][C:22]([NH:23][C:24]([N:26]3[CH2:31][CH2:27][C@@H:28]([OH:30])[CH2:29]3)=[O:25])=[C:16]2[N:15]=1, predict the reactants needed to synthesize it. The reactants are: [Cl:1][C:2]1[CH:7]=[CH:6][C:5]([F:8])=[CH:4][C:3]=1[C@H:9]1[CH2:13][CH2:12][CH2:11][N:10]1[C:14]1[CH:19]=[CH:18][N:17]2[N:20]=[CH:21][C:22]([NH:23][C:24]([N:26]3[CH2:29][CH:28]([OH:30])[CH2:27]3)=[O:25])=[C:16]2[N:15]=1.[CH:31]1N=CN(C(N2C=NC=C2)=O)C=1.N1CC[C@H](O)C1. (9) Given the product [CH3:31][O:32][C:33](=[O:40])[CH2:34][CH2:35][CH2:36][CH2:37][CH:38]=[C:2]1[CH2:3][CH2:4][CH2:5][CH2:6]1, predict the reactants needed to synthesize it. The reactants are: [Br-].[CH:2]1([P+](C2C=CC=CC=2)(C2C=CC=CC=2)C2C=CC=CC=2)[CH2:6][CH2:5][CH2:4][CH2:3]1.[Li]CCCC.[CH3:31][O:32][C:33](=[O:40])[CH2:34][CH2:35][CH2:36][CH2:37][CH:38]=O.O. (10) Given the product [Cl:1][C:2]1[C:3]2[C:10]([I:11])=[CH:9][NH:8][C:4]=2[N:5]=[CH:6][N:7]=1, predict the reactants needed to synthesize it. The reactants are: [Cl:1][C:2]1[C:3]2[CH:10]=[CH:9][NH:8][C:4]=2[N:5]=[CH:6][N:7]=1.[I:11]N1C(=O)CCC1=O.O.